Dataset: Reaction yield outcomes from USPTO patents with 853,638 reactions. Task: Predict the reaction yield, written as a fraction of the theoretical maximum amount of product (1.0 means a 100% yield; for example, 0.34 means a 34% yield). (1) The reactants are [CH2:1]([C:3]1[CH2:7][C:6]([C:8]([CH3:11])([CH3:10])[CH3:9])=[N:5][N:4]=1)C.CN(C)[CH:14]=[O:15].Br[CH2:18][C:19]1[C:24]([CH3:25])=[CH:23][C:22]([CH3:26])=[CH:21][C:20]=1[CH3:27].[C:28]([O-])([O-])=O.[K+].[K+].[OH2:34]. No catalyst specified. The product is [C:8]([C:6]1[CH:7]=[C:3]([C:1]([O:15][CH2:14][CH3:28])=[O:34])[N:4]([CH2:18][C:19]2[C:24]([CH3:25])=[CH:23][C:22]([CH3:26])=[CH:21][C:20]=2[CH3:27])[N:5]=1)([CH3:9])([CH3:10])[CH3:11]. The yield is 0.770. (2) The reactants are [N:1]1[CH:6]=[CH:5][C:4]([C:7]2[C:16]3[C:11](=[CH:12][CH:13]=[C:14]([C:17]4[CH:18]=[C:19]([NH2:23])[CH:20]=[N:21][CH:22]=4)[CH:15]=3)[N:10]=[CH:9][CH:8]=2)=[CH:3][CH:2]=1.[F:24][C:25]1[CH:30]=[C:29]([F:31])[CH:28]=[CH:27][C:26]=1[S:32](Cl)(=[O:34])=[O:33]. The catalyst is N1C=CC=CC=1. The product is [F:24][C:25]1[CH:30]=[C:29]([F:31])[CH:28]=[CH:27][C:26]=1[S:32]([NH:23][C:19]1[CH:20]=[N:21][CH:22]=[C:17]([C:14]2[CH:15]=[C:16]3[C:11](=[CH:12][CH:13]=2)[N:10]=[CH:9][CH:8]=[C:7]3[C:4]2[CH:3]=[CH:2][N:1]=[CH:6][CH:5]=2)[CH:18]=1)(=[O:34])=[O:33]. The yield is 0.480. (3) The reactants are [O:1]=[C:2]1[C:7]2=[CH:8][N:9]([C:11]3[CH:12]=[N:13][CH:14]=[CH:15][CH:16]=3)[N:10]=[C:6]2[CH2:5][CH2:4][N:3]1[CH2:17][C:18](OCC)=[O:19].[BH4-].[Na+].Cl. The catalyst is C(O)C. The product is [OH:19][CH2:18][CH2:17][N:3]1[CH2:4][CH2:5][C:6]2=[N:10][N:9]([C:11]3[CH:12]=[N:13][CH:14]=[CH:15][CH:16]=3)[CH:8]=[C:7]2[C:2]1=[O:1]. The yield is 0.560. (4) The reactants are [C:1]([O:5][C:6]([NH:8][C@@H:9]1[CH2:14][CH2:13][C@@H:12]([S:15][C:16](=[O:23])[C:17]2[CH:22]=[CH:21][CH:20]=[CH:19][CH:18]=2)[C@H:11]([OH:24])[CH2:10]1)=[O:7])([CH3:4])([CH3:3])[CH3:2].CC(OI1(OC(C)=O)(OC(C)=O)OC(=O)C2C1=CC=CC=2)=O.C1(C)C=CC=CC=1.C(OCC)(=O)C. The catalyst is ClCCl. The product is [C:1]([O:5][C:6]([NH:8][CH:9]1[CH2:14][CH2:13][CH:12]([S:15][C:16](=[O:23])[C:17]2[CH:18]=[CH:19][CH:20]=[CH:21][CH:22]=2)[C:11](=[O:24])[CH2:10]1)=[O:7])([CH3:4])([CH3:2])[CH3:3]. The yield is 0.840. (5) The reactants are Cl[CH:2]([CH:8]=O)[C:3]([O:5][CH2:6][CH3:7])=[O:4].[S:10]([N:20]1[C:28]2[C:23](=[N:24][C:25]([NH2:29])=[CH:26][N:27]=2)[CH:22]=[CH:21]1)([C:13]1[CH:19]=[CH:18][C:16]([CH3:17])=[CH:15][CH:14]=1)(=[O:12])=[O:11].C(O)CCC. The catalyst is O1CCOCC1. The product is [S:10]([N:20]1[C:28]2[N:27]=[CH:26][C:25]3[N:24]([C:2]([C:3]([O:5][CH2:6][CH3:7])=[O:4])=[CH:8][N:29]=3)[C:23]=2[CH:22]=[CH:21]1)([C:13]1[CH:14]=[CH:15][C:16]([CH3:17])=[CH:18][CH:19]=1)(=[O:11])=[O:12]. The yield is 0.600. (6) The reactants are [OH:1][C:2]1[CH:10]=[CH:9][C:8]([C:11]2[N:12]([C:27]([O:29][C:30]([CH3:33])([CH3:32])[CH3:31])=[O:28])[C:13]3[C:18]([CH:19]=2)=[CH:17][C:16]([CH2:20][N:21]2[CH2:26][CH2:25][CH2:24][CH2:23][CH2:22]2)=[CH:15][CH:14]=3)=[C:7]2[C:3]=1[CH2:4][NH:5][C:6]2=[O:34].C(N(CC)CC)C.[CH2:42]([C:44]1[CH:49]=[CH:48][C:47]([S:50](Cl)(=[O:52])=[O:51])=[CH:46][CH:45]=1)[CH3:43]. The catalyst is C(#N)C. The product is [CH2:42]([C:44]1[CH:45]=[CH:46][C:47]([S:50]([O:1][C:2]2[CH:10]=[CH:9][C:8]([C:11]3[N:12]([C:27]([O:29][C:30]([CH3:31])([CH3:33])[CH3:32])=[O:28])[C:13]4[C:18]([CH:19]=3)=[CH:17][C:16]([CH2:20][N:21]3[CH2:26][CH2:25][CH2:24][CH2:23][CH2:22]3)=[CH:15][CH:14]=4)=[C:7]3[C:3]=2[CH2:4][NH:5][C:6]3=[O:34])(=[O:52])=[O:51])=[CH:48][CH:49]=1)[CH3:43]. The yield is 0.510. (7) The reactants are [C:1]([O:4][C:5](=O)[CH3:6])(=[O:3])[CH3:2].[N:8]1[C:17]2[C:12](=[N:13][CH:14]=[CH:15][N:16]=2)[C:11]([NH:18][CH2:19][CH2:20][C:21]2C=C[C:24]([O:28][C:29]3[CH:34]=[C:33]([C:35]([F:38])([F:37])[F:36])[CH:32]=[CH:31][N:30]=3)=[C:25](O)[CH:26]=2)=[N:10][CH:9]=1.N1C=CC=CC=1. The catalyst is CN(C1C=CN=CC=1)C.C(Cl)Cl. The product is [N:8]1[C:17]2[C:12](=[N:13][CH:14]=[CH:15][N:16]=2)[C:11]([NH:18][CH2:19][CH2:20][C:21]2[CH:26]=[CH:25][C:24]([O:28][C:29]3[CH:34]=[C:33]([C:35]([F:36])([F:37])[F:38])[CH:32]=[CH:31][N:30]=3)=[C:5]([O:4][C:1](=[O:3])[CH3:2])[CH:6]=2)=[N:10][CH:9]=1. The yield is 0.560.